This data is from Peptide-MHC class II binding affinity with 134,281 pairs from IEDB. The task is: Regression. Given a peptide amino acid sequence and an MHC pseudo amino acid sequence, predict their binding affinity value. This is MHC class II binding data. (1) The peptide sequence is LALVGFLGGLITGTS. The MHC is DRB1_0101 with pseudo-sequence DRB1_0101. The binding affinity (normalized) is 0.567. (2) The peptide sequence is GNLQIVDKIDAAFKI. The MHC is DRB1_1302 with pseudo-sequence DRB1_1302. The binding affinity (normalized) is 0.394. (3) The peptide sequence is ISRRDQRGSGQVVTY. The MHC is DRB3_0101 with pseudo-sequence DRB3_0101. The binding affinity (normalized) is 0. (4) The peptide sequence is FKAAVAAAANAPPAD. The MHC is HLA-DQA10102-DQB10602 with pseudo-sequence HLA-DQA10102-DQB10602. The binding affinity (normalized) is 0.397.